Dataset: Kir2.1 potassium channel HTS with 301,493 compounds. Task: Binary Classification. Given a drug SMILES string, predict its activity (active/inactive) in a high-throughput screening assay against a specified biological target. (1) The drug is N(C(c1ccccc1)c1ccncc1)c1ccccc1. The result is 0 (inactive). (2) The molecule is S(CC(=O)Nc1c(N2CCOCC2)ccc(c1)C(F)(F)F)Cc1occc1. The result is 0 (inactive). (3) The drug is S(=O)(=O)(N(CC)CC)c1ccc(NC2CCCc3c2cccc3)nc1. The result is 0 (inactive). (4) The molecule is S(=O)(=O)(NCc1occc1)c1ccc(cc1)/C(=N\Nc1ncc(cc1)C(F)(F)F)C. The result is 0 (inactive). (5) The drug is O(CC(=O)NCCCc1ccccc1)C(=O)c1ccc(O)cc1. The result is 0 (inactive). (6) The drug is s1c(CC(=N/OC(=O)COc2c(cccc2)C)/N)ccc1. The result is 0 (inactive). (7) The compound is O=C(Nc1cccnc1)c1c2c(nc(c1)c1cc(ccc1)C)cccc2. The result is 0 (inactive). (8) The drug is O1C\C(C(=O)c2c1cccc2)=C/c1cc(OC)c(OC)cc1. The result is 0 (inactive). (9) The compound is O=c1n(c(nc2c1cc([N+]([O-])=O)cc2)CN1CCN(CC1)C)c1cc(OC)ccc1. The result is 0 (inactive).